Predict the reaction yield, written as a fraction of the theoretical maximum amount of product (1.0 means a 100% yield; for example, 0.34 means a 34% yield). From a dataset of Reaction yield outcomes from USPTO patents with 853,638 reactions. (1) The reactants are Br[CH2:2][C@@H:3]([C:5]1[CH:10]=[CH:9][C:8]([O:11][CH2:12][C:13]2[CH:18]=[CH:17][CH:16]=[CH:15][CH:14]=2)=[C:7]([NH:19][S:20]([CH3:23])(=[O:22])=[O:21])[CH:6]=1)[OH:4].[Na+].[I-:25]. The catalyst is CC(C)=O. The product is [I:25][CH2:2][C@@H:3]([C:5]1[CH:10]=[CH:9][C:8]([O:11][CH2:12][C:13]2[CH:18]=[CH:17][CH:16]=[CH:15][CH:14]=2)=[C:7]([NH:19][S:20]([CH3:23])(=[O:22])=[O:21])[CH:6]=1)[OH:4]. The yield is 0.950. (2) The reactants are N[C:2]1[CH:9]=[C:8]([C:10]([F:13])([F:12])[F:11])[C:7]([O:14][CH2:15][C:16]([F:19])([F:18])[F:17])=[CH:6][C:3]=1[C:4]#[N:5].N(OCCC(C)C)=O. The catalyst is C1COCC1.CC(OC)(C)C. The product is [F:17][C:16]([F:18])([F:19])[CH2:15][O:14][C:7]1[CH:6]=[C:3]([CH:2]=[CH:9][C:8]=1[C:10]([F:13])([F:11])[F:12])[C:4]#[N:5]. The yield is 0.790. (3) The reactants are [O:1]1[CH2:6][CH2:5][CH2:4][CH2:3][CH:2]1[N:7]1[CH:11]=[C:10]([C:12]2[CH:13]=[C:14]3[C:18](=[CH:19][CH:20]=2)[N:17]([CH2:21][CH:22]2[CH2:26][N:25](C(OCC4C=CC=CC=4)=O)[CH2:24][CH2:23]2)[CH:16]=[CH:15]3)[CH:9]=[N:8]1.CO.ClCCl. The product is [NH:25]1[CH2:24][CH2:23][CH:22]([CH2:21][N:17]2[C:18]3[C:14](=[CH:13][C:12]([C:10]4[CH:9]=[N:8][N:7]([CH:2]5[CH2:3][CH2:4][CH2:5][CH2:6][O:1]5)[CH:11]=4)=[CH:20][CH:19]=3)[CH:15]=[CH:16]2)[CH2:26]1. The yield is 0.550. The catalyst is CCO.[Pd]. (4) The reactants are [F:1][C:2]1[CH:7]=[CH:6][CH:5]=[CH:4][C:3]=1[CH:8]=[CH:9][C:10]([NH:12][C@H:13]([C:18]([O:20]C)=[O:19])[CH2:14][CH:15]([CH3:17])[CH3:16])=[O:11].[OH-].[Na+]. The catalyst is CO. The product is [F:1][C:2]1[CH:7]=[CH:6][CH:5]=[CH:4][C:3]=1[CH:8]=[CH:9][C:10]([NH:12][C@H:13]([C:18]([OH:20])=[O:19])[CH2:14][CH:15]([CH3:16])[CH3:17])=[O:11]. The yield is 0.930. (5) The reactants are C(N(CC)C(C1C=C(C2C=NN(CCCO)C=2)C=CC=1NC1C(C(F)(F)F)=CN=C(NC2C=CC(CP(=O)(O)OCC)=CC=2OC)N=1)=O)C.[OH:50][CH2:51][CH2:52][C:53]([N:56]1[CH:60]=[C:59]([C:61]2[N:66]=[C:65]([C:67](=[O:70])[NH:68][CH3:69])[C:64]([NH:71][C:72]3[C:77]([C:78]([F:81])([F:80])[F:79])=[CH:76][N:75]=[C:74]([NH:82][C:83]4[CH:97]=[CH:96][C:86]([CH2:87][P:88](=[O:95])([O:92]CC)[O:89][CH2:90][CH3:91])=[CH:85][C:84]=4[O:98][CH3:99])[N:73]=3)=[CH:63][CH:62]=2)[CH:58]=[N:57]1)([CH3:55])[CH3:54]. No catalyst specified. The product is [OH:50][CH2:51][CH2:52][C:53]([N:56]1[CH:60]=[C:59]([C:61]2[N:66]=[C:65]([C:67](=[O:70])[NH:68][CH3:69])[C:64]([NH:71][C:72]3[C:77]([C:78]([F:81])([F:79])[F:80])=[CH:76][N:75]=[C:74]([NH:82][C:83]4[CH:97]=[CH:96][C:86]([CH2:87][P:88](=[O:92])([OH:95])[O:89][CH2:90][CH3:91])=[CH:85][C:84]=4[O:98][CH3:99])[N:73]=3)=[CH:63][CH:62]=2)[CH:58]=[N:57]1)([CH3:54])[CH3:55]. The yield is 0.790. (6) The reactants are Cl.[NH2:2][CH2:3][C:4]1[CH:9]=[C:8]([Cl:10])[CH:7]=[CH:6][C:5]=1[N:11]([CH3:16])[S:12]([CH3:15])(=[O:14])=[O:13].[C:17](=[O:20])([O-])[O-:18].[Na+].[Na+].[CH:23]1[C:28]([N+:29]([O-:31])=[O:30])=[CH:27][CH:26]=[C:25]([Cl-]C([O-])=O)[CH:24]=1. The catalyst is C(Cl)Cl. The product is [Cl:10][C:8]1[CH:7]=[CH:6][C:5]([N:11]([CH3:16])[S:12]([CH3:15])(=[O:14])=[O:13])=[C:4]([CH:9]=1)[CH2:3][NH:2][C:17](=[O:20])[O:18][C:25]1[CH:24]=[CH:23][C:28]([N+:29]([O-:31])=[O:30])=[CH:27][CH:26]=1. The yield is 0.460.